From a dataset of Full USPTO retrosynthesis dataset with 1.9M reactions from patents (1976-2016). Predict the reactants needed to synthesize the given product. (1) Given the product [OH2:24].[C:22]([OH:31])(=[O:30])[C@@H:23]([C@H:25]([C:27]([OH:29])=[O:28])[OH:26])[OH:24].[N:1]1([C:7]2[C:13]3[CH:14]=[CH:15][CH:16]=[CH:17][C:12]=3[S:11][C:10]3[CH:18]=[CH:19][CH:20]=[CH:21][C:9]=3[N:8]=2)[CH2:2][CH2:3][NH:4][CH2:5][CH2:6]1, predict the reactants needed to synthesize it. The reactants are: [N:1]1([C:7]2[C:13]3[CH:14]=[CH:15][CH:16]=[CH:17][C:12]=3[S:11][C:10]3[CH:18]=[CH:19][CH:20]=[CH:21][C:9]=3[N:8]=2)[CH2:6][CH2:5][NH:4][CH2:3][CH2:2]1.[C:22]([OH:31])(=[O:30])[C@@H:23]([C@H:25]([C:27]([OH:29])=[O:28])[OH:26])[OH:24]. (2) Given the product [N:1]([C:4]1[CH:5]=[C:6]([CH2:11][C@H:12]([NH:16][C:17]([C:19]2[CH:38]=[CH:37][C:22]3[N:23]([CH:31]4[CH2:36][CH2:35][CH2:34][CH2:33][CH2:32]4)[C:24]([C:26]4[CH:30]=[CH:29][O:28][CH:27]=4)=[N:25][C:21]=3[CH:20]=2)=[O:18])[C:13]([OH:15])=[O:14])[CH:7]=[CH:8][C:9]=1[O:10][CH2:40][C:41]([OH:43])=[O:42])=[N+:2]=[N-:3], predict the reactants needed to synthesize it. The reactants are: [N:1]([C:4]1[CH:5]=[C:6]([CH2:11][C@H:12]([NH:16][C:17]([C:19]2[CH:38]=[CH:37][C:22]3[N:23]([CH:31]4[CH2:36][CH2:35][CH2:34][CH2:33][CH2:32]4)[C:24]([C:26]4[CH:30]=[CH:29][O:28][CH:27]=4)=[N:25][C:21]=3[CH:20]=2)=[O:18])[C:13]([OH:15])=[O:14])[CH:7]=[CH:8][C:9]=1[OH:10])=[N+:2]=[N-:3].Br[CH2:40][C:41]([O:43]C)=[O:42].C([O-])([O-])=O.[Cs+].[Cs+].CO. (3) Given the product [F:30][C:29]([F:32])([F:31])[C:27]([OH:33])=[O:28].[Cl:25][C:12]1[N:11]=[C:10]([F:26])[C:9]2[O:8][C:5]3[C:4]([C@@:15]4([C:23]5[C:18](=[N:19][CH:20]=[CH:21][CH:22]=5)[C:17]([NH2:24])=[N:16]4)[C:14]=2[CH:13]=1)=[CH:3][C:2]([C:27]1[C:29]([F:32])=[N:11][CH:10]=[CH:9][CH:14]=1)=[CH:7][CH:6]=3, predict the reactants needed to synthesize it. The reactants are: Br[C:2]1[CH:3]=[C:4]2[C@@:15]3([C:23]4[C:18](=[N:19][CH:20]=[CH:21][CH:22]=4)[C:17]([NH2:24])=[N:16]3)[C:14]3[CH:13]=[C:12]([Cl:25])[N:11]=[C:10]([F:26])[C:9]=3[O:8][C:5]2=[CH:6][CH:7]=1.[C:27]([OH:33])([C:29]([F:32])([F:31])[F:30])=[O:28]. (4) Given the product [Cl:1][C:2]1[CH:11]=[CH:10][C:5]([C:6]2[O:7][CH:13]=[N:9][N:8]=2)=[C:4]([OH:12])[CH:3]=1, predict the reactants needed to synthesize it. The reactants are: [Cl:1][C:2]1[CH:11]=[CH:10][C:5]([C:6]([NH:8][NH2:9])=[O:7])=[C:4]([OH:12])[CH:3]=1.[CH2:13](OC(OCC)OCC)C. (5) Given the product [Cl:26][C:23]1[CH:24]=[CH:25][C:20]([C:18]([NH:17][CH:13]([CH2:12][C:7]2[C:5]3[C:4](=[CH:3][CH:2]=[CH:1][CH:6]=3)[NH:11][C:9](=[O:10])[CH:8]=2)[C:14]([O:16][CH2:35][CH2:34][S:33][C:27]2[CH:32]=[CH:31][CH:30]=[CH:29][CH:28]=2)=[O:15])=[O:19])=[CH:21][CH:22]=1, predict the reactants needed to synthesize it. The reactants are: [CH:1]1[CH:2]=[CH:3][C:4]2[NH:11][C:9](=[O:10])[CH:8]=[C:7]([CH2:12][CH:13]([NH:17][C:18]([C:20]3[CH:21]=[CH:22][C:23]([Cl:26])=[CH:24][CH:25]=3)=[O:19])[C:14]([OH:16])=[O:15])[C:5]=2[CH:6]=1.[C:27]1([S:33][CH2:34][CH2:35]Cl)[CH:32]=[CH:31][CH:30]=[CH:29][CH:28]=1. (6) Given the product [CH3:19][C:13]1([CH3:18])[C:12]2[N:11]=[N:10][C:9]([C:20]3[C:28]4[C:23](=[N:24][CH:25]=[CH:26][CH:27]=4)[N:22]([CH2:29][CH2:30][C:31]([F:37])([F:36])[C:32]([F:34])([F:35])[F:33])[N:21]=3)=[N:8][C:7]=2[NH:38][C:14]1=[O:16], predict the reactants needed to synthesize it. The reactants are: P(Cl)(Cl)(Cl)=O.O[C:7]1[N:8]=[C:9]([C:20]2[C:28]3[C:23](=[N:24][CH:25]=[CH:26][CH:27]=3)[N:22]([CH2:29][CH2:30][C:31]([F:37])([F:36])[C:32]([F:35])([F:34])[F:33])[N:21]=2)[N:10]=[N:11][C:12]=1[C:13]([CH3:19])([CH3:18])[C:14]([O:16]C)=O.[NH3:38]. (7) Given the product [Cl:1][C:2]1[CH:3]=[C:4]([C:13]2[C:22]3[CH:21]=[C:20]4[O:26][N:27]=[C:24]([NH2:25])[C:19]4=[CH:18][C:17]=3[CH:16]=[N:15][CH:14]=2)[CH:5]=[N:6][C:7]=1[O:8][CH2:9][CH:10]([CH3:12])[CH3:11], predict the reactants needed to synthesize it. The reactants are: [Cl:1][C:2]1[CH:3]=[C:4]([C:13]2[C:22]3[C:17](=[CH:18][C:19]([C:24]#[N:25])=[C:20](F)[CH:21]=3)[CH:16]=[N:15][CH:14]=2)[CH:5]=[N:6][C:7]=1[O:8][CH2:9][CH:10]([CH3:12])[CH3:11].[OH:26][NH:27]C(=O)C.CC([O-])(C)C.[K+].Cl. (8) The reactants are: [CH3:1][N:2]([C:6]1[CH:11]=[CH:10][CH:9]=[CH:8][CH:7]=1)[C:3]([NH2:5])=[S:4].CO[CH:14](OC)[CH2:15]Cl. Given the product [CH3:1][N:2]([C:3]1[S:4][CH:14]=[CH:15][N:5]=1)[C:6]1[CH:11]=[CH:10][CH:9]=[CH:8][CH:7]=1, predict the reactants needed to synthesize it. (9) Given the product [Cl:1][C:2]1[CH:3]=[CH:4][C:5]([NH:8][C:9](=[O:14])[C:10]([CH3:11])([CH3:13])[CH3:12])=[C:6]([C:28]2([OH:31])[CH2:27][CH2:26][N:25]([CH2:24]/[CH:23]=[CH:22]/[C:19]3[CH:18]=[CH:17][C:16]([Cl:15])=[CH:21][CH:20]=3)[CH2:30][CH2:29]2)[CH:7]=1, predict the reactants needed to synthesize it. The reactants are: [Cl:1][C:2]1[CH:7]=[CH:6][C:5]([NH:8][C:9](=[O:14])[C:10]([CH3:13])([CH3:12])[CH3:11])=[CH:4][CH:3]=1.[Cl:15][C:16]1[CH:21]=[CH:20][C:19](/[CH:22]=[CH:23]/[CH2:24][N:25]2[CH2:30][CH2:29][C:28](=[O:31])[CH2:27][CH2:26]2)=[CH:18][CH:17]=1.Cl.